Dataset: Reaction yield outcomes from USPTO patents with 853,638 reactions. Task: Predict the reaction yield, written as a fraction of the theoretical maximum amount of product (1.0 means a 100% yield; for example, 0.34 means a 34% yield). (1) The reactants are [NH2:1][C:2]1[CH:3]=[C:4]([CH2:8][C:9]([OH:11])=[O:10])[CH:5]=[CH:6][CH:7]=1.[CH3:12]O. No catalyst specified. The product is [CH3:12][O:10][C:9](=[O:11])[CH2:8][C:4]1[CH:5]=[CH:6][CH:7]=[C:2]([NH2:1])[CH:3]=1. The yield is 0.770. (2) The reactants are [H-].[Na+].CO[C:5](=[O:8])[O:6][CH3:7].[CH3:9][O:10][C:11]1[CH:12]=[C:13]2[C:18](=[CH:19][CH:20]=1)[C:17](=[O:21])[CH2:16][CH2:15][CH2:14]2. The catalyst is C1COCC1. The product is [CH3:9][O:10][C:11]1[CH:12]=[C:13]2[C:18](=[CH:19][CH:20]=1)[C:17](=[O:21])[CH:16]([C:5]([O:6][CH3:7])=[O:8])[CH2:15][CH2:14]2. The yield is 0.880. (3) The reactants are [C:1]([O:5][C:6]([N:8]([CH3:34])[CH:9]1[CH2:14][CH2:13][CH:12]([O:15][C:16]2[N:17]=[CH:18][N:19]=[C:20]3[C:27]=2[C:26]2[C@@H:25]([CH2:28][O:29][CH2:30][C:31](O)=[O:32])[CH2:24][CH2:23][C:22]=2[S:21]3)[CH2:11][CH2:10]1)=[O:7])([CH3:4])([CH3:3])[CH3:2].C1C=CC2N(O)N=[N:41]C=2C=1.CCN=C=NCCCN(C)C.[NH4+].[Cl-]. The catalyst is CN(C)C1C=CN=CC=1.CN(C=O)C. The yield is 0.630. The product is [C:31]([CH2:30][O:29][CH2:28][C@H:25]1[CH2:24][CH2:23][C:22]2[S:21][C:20]3[C:27](=[C:16]([O:15][CH:12]4[CH2:11][CH2:10][CH:9]([N:8]([CH3:34])[C:6](=[O:7])[O:5][C:1]([CH3:3])([CH3:4])[CH3:2])[CH2:14][CH2:13]4)[N:17]=[CH:18][N:19]=3)[C:26]1=2)(=[O:32])[NH2:41]. (4) The reactants are Br[CH:2]([CH:8]([CH3:10])[CH3:9])[C:3]([O:5][CH2:6][CH3:7])=[O:4].[CH3:11][O:12][C:13]1[CH:18]=[CH:17][C:16]([SH:19])=[CH:15][CH:14]=1. No catalyst specified. The product is [CH2:6]([O:5][C:3](=[O:4])[CH:2]([S:19][C:16]1[CH:17]=[CH:18][C:13]([O:12][CH3:11])=[CH:14][CH:15]=1)[CH:8]([CH3:10])[CH3:9])[CH3:7]. The yield is 0.990. (5) The reactants are [C:1]1([CH:8]=[CH:7][CH:6]=[C:4]([OH:5])[CH:3]=1)[OH:2].[C:9]([C:11](=[CH:17][C:18]1[C:27]2[C:22](=[CH:23][CH:24]=[CH:25][CH:26]=2)[N:21]=[CH:20][CH:19]=1)[C:12]([O:14][CH2:15][CH3:16])=[O:13])#[N:10].N1CCCCC1. The catalyst is C(O)C. The product is [NH2:10][C:9]1[O:2][C:1]2[C:8]([CH:17]([C:18]3[C:27]4[C:22](=[CH:23][CH:24]=[CH:25][CH:26]=4)[N:21]=[CH:20][CH:19]=3)[C:11]=1[C:12]([O:14][CH2:15][CH3:16])=[O:13])=[CH:7][CH:6]=[C:4]([OH:5])[CH:3]=2. The yield is 0.320. (6) The reactants are CC1C=CC(S([O:11][CH2:12][CH2:13][CH2:14][C:15]([CH3:20])([S:17][S:18][CH3:19])[CH3:16])(=O)=O)=CC=1.O[C:22]1[CH:27]=[C:26]([C:28]([O:30][CH2:31][CH3:32])=[O:29])[N:25]=[C:24]([C:33]([O:35][CH2:36][CH3:37])=[O:34])[CH:23]=1.C(=O)([O-])[O-].[K+].[K+]. The catalyst is CN(C)C=O. The product is [CH3:20][C:15]([S:17][S:18][CH3:19])([CH3:16])[CH2:14][CH2:13][CH2:12][O:11][C:22]1[CH:23]=[C:24]([C:33]([O:35][CH2:36][CH3:37])=[O:34])[N:25]=[C:26]([C:28]([O:30][CH2:31][CH3:32])=[O:29])[CH:27]=1. The yield is 0.520. (7) The reactants are [CH2:1]([O:8][C@@H:9]1[C@@H:21]([O:22]CC2C=CC(OC)=CC=2)[C@H:20]([O:32][CH2:33][C:34]2[CH:39]=[CH:38][CH:37]=[CH:36][CH:35]=2)[C@@H:19]([CH2:40][O:41][CH2:42][C:43]2[CH:48]=[CH:47][CH:46]=[CH:45][CH:44]=2)[O:18][C@H:10]1[S:11][C:12]1[CH:17]=[CH:16][CH:15]=[CH:14][CH:13]=1)[C:2]1[CH:7]=[CH:6][CH:5]=[CH:4][CH:3]=1.C(C1C(=O)C(Cl)=C(Cl)C(=O)C=1C#N)#N. The catalyst is C(Cl)Cl.O. The product is [CH2:1]([O:8][C@@H:9]1[C@@H:21]([OH:22])[C@H:20]([O:32][CH2:33][C:34]2[CH:35]=[CH:36][CH:37]=[CH:38][CH:39]=2)[C@@H:19]([CH2:40][O:41][CH2:42][C:43]2[CH:48]=[CH:47][CH:46]=[CH:45][CH:44]=2)[O:18][C@H:10]1[S:11][C:12]1[CH:13]=[CH:14][CH:15]=[CH:16][CH:17]=1)[C:2]1[CH:7]=[CH:6][CH:5]=[CH:4][CH:3]=1. The yield is 0.890. (8) The reactants are [CH3:1][C:2]1[CH:7]=[CH:6][C:5]([C:8]([CH:10]([C:12]2[CH:17]=[CH:16][C:15]([CH3:18])=[CH:14]C=2)O)=O)=[CH:4][CH:3]=1.Cl.[CH3:20][NH2:21].[C:22](=[O:25])([O-])O.[Na+].Cl.[CH3:28][NH2:29]. The catalyst is CCOCC. The product is [CH3:20][NH:21][CH:8]([C:10]1[CH:14]=[C:15]([CH3:18])[CH:16]=[CH:17][C:12]=1[C:22]([C:12]1[CH:17]=[CH:16][C:15]([CH3:14])=[CH:18][C:10]=1[CH:8]([NH:29][CH3:28])[C:5]1[CH:4]=[CH:3][C:2]([CH3:1])=[CH:7][CH:6]=1)=[O:25])[C:5]1[CH:6]=[CH:7][C:2]([CH3:1])=[CH:3][CH:4]=1. The yield is 0.250. (9) The reactants are [Cl:1][C:2]1[CH:18]=[CH:17][C:16]([CH2:19][NH:20][C@@H:21]([C:23]2[CH:28]=[CH:27][CH:26]=[C:25]([Cl:29])[CH:24]=2)[CH3:22])=[CH:15][C:3]=1[O:4][CH2:5][C:6]1[O:7][CH:8]=[C:9]([C:11]([O:13]C)=[O:12])[N:10]=1.C[Si](C)(C)[O-].[K+]. The catalyst is C1COCC1. The product is [Cl:1][C:2]1[CH:18]=[CH:17][C:16]([CH2:19][NH:20][C@@H:21]([C:23]2[CH:28]=[CH:27][CH:26]=[C:25]([Cl:29])[CH:24]=2)[CH3:22])=[CH:15][C:3]=1[O:4][CH2:5][C:6]1[O:7][CH:8]=[C:9]([C:11]([OH:13])=[O:12])[N:10]=1. The yield is 0.610.